Dataset: Peptide-MHC class II binding affinity with 134,281 pairs from IEDB. Task: Regression. Given a peptide amino acid sequence and an MHC pseudo amino acid sequence, predict their binding affinity value. This is MHC class II binding data. (1) The peptide sequence is FTVQKGSDPK. The MHC is DRB1_0301 with pseudo-sequence DRB1_0301. The binding affinity (normalized) is 0. (2) The peptide sequence is WAQDLTLPWQSGSGG. The MHC is DRB1_1501 with pseudo-sequence DRB1_1501. The binding affinity (normalized) is 0.0760. (3) The MHC is DRB1_0301 with pseudo-sequence DRB1_0301. The peptide sequence is EVVWTNTPTKWDNS. The binding affinity (normalized) is 0.0393. (4) The peptide sequence is SQDLELSWNLNHLQAY. The MHC is DRB1_0401 with pseudo-sequence DRB1_0401. The binding affinity (normalized) is 0.576. (5) The peptide sequence is RWQVVAPQLPDDLMI. The MHC is DRB1_0701 with pseudo-sequence DRB1_0701. The binding affinity (normalized) is 0.400. (6) The peptide sequence is AFKTAATAANAAPAN. The MHC is DRB1_0901 with pseudo-sequence DRB1_0901. The binding affinity (normalized) is 0.535. (7) The peptide sequence is GELQIVRKIDAAFKI. The MHC is DRB1_1302 with pseudo-sequence DRB1_1302. The binding affinity (normalized) is 0.744. (8) The peptide sequence is AGYTPAAPAGAEPAGKATTE. The MHC is DRB3_0202 with pseudo-sequence DRB3_0202. The binding affinity (normalized) is 0.271. (9) The MHC is HLA-DPA10301-DPB10402 with pseudo-sequence HLA-DPA10301-DPB10402. The binding affinity (normalized) is 0.505. The peptide sequence is EGKIILVAVHVASGYIE.